The task is: Predict the reactants needed to synthesize the given product.. This data is from Full USPTO retrosynthesis dataset with 1.9M reactions from patents (1976-2016). (1) Given the product [F:17][C:7]([F:6])([F:16])[CH2:8][CH2:9][O:10][C:11]1[S:12][C:13]([CH:18]=[O:19])=[CH:14][CH:15]=1, predict the reactants needed to synthesize it. The reactants are: P(Cl)(Cl)(Cl)=O.[F:6][C:7]([F:17])([F:16])[CH2:8][CH2:9][O:10][C:11]1[S:12][CH:13]=[CH:14][CH:15]=1.[C:18](=O)(O)[O-:19].[Na+]. (2) The reactants are: [NH2:1][CH:2]1[CH2:14][O:13][C:12]2[CH:11]=[CH:10][C:9]3[CH2:8][NH:7][C:6](=[O:15])[C:5]=3[C:4]=2[CH2:3]1.[F:16][C:17]1[CH:18]=[C:19]2[C:23](=[C:24]([F:26])[CH:25]=1)[NH:22][CH:21]=[C:20]2[CH2:27][CH2:28][CH:29]=O.C(O)(=O)C.[BH3-]C#N.[Na+]. Given the product [F:16][C:17]1[CH:18]=[C:19]2[C:23](=[C:24]([F:26])[CH:25]=1)[NH:22][CH:21]=[C:20]2[CH2:27][CH2:28][CH2:29][NH:1][CH:2]1[CH2:14][O:13][C:12]2[CH:11]=[CH:10][C:9]3[CH2:8][NH:7][C:6](=[O:15])[C:5]=3[C:4]=2[CH2:3]1, predict the reactants needed to synthesize it. (3) Given the product [CH2:1]([C@H:8]1[CH2:13][N:12]([S:40]([C:38]2[S:39][C:35]([Br:34])=[CH:36][CH:37]=2)(=[O:42])=[O:41])[CH2:11][CH2:10][N:9]1[C:14]1[CH:19]=[CH:18][C:17]([C:20]([OH:26])([CH3:25])[C:21]([F:24])([F:23])[F:22])=[CH:16][CH:15]=1)[C:2]1[CH:7]=[CH:6][CH:5]=[CH:4][CH:3]=1, predict the reactants needed to synthesize it. The reactants are: [CH2:1]([C@H:8]1[CH2:13][NH:12][CH2:11][CH2:10][N:9]1[C:14]1[CH:19]=[CH:18][C:17]([C:20]([OH:26])([CH3:25])[C:21]([F:24])([F:23])[F:22])=[CH:16][CH:15]=1)[C:2]1[CH:7]=[CH:6][CH:5]=[CH:4][CH:3]=1.C(N(CC)CC)C.[Br:34][C:35]1[S:39][C:38]([S:40](Cl)(=[O:42])=[O:41])=[CH:37][CH:36]=1. (4) Given the product [C:28]([O:32][C:33]([N:35]1[CH2:40][CH2:39][N:38]([CH2:2][C:3](=[O:4])[NH:5][C:6]2[S:7][C:8]([C:12]3[CH:17]=[CH:16][N:15]=[C:14]([NH:18][C:19]4[CH:24]=[CH:23][CH:22]=[C:21]([N+:25]([O-:27])=[O:26])[CH:20]=4)[N:13]=3)=[C:9]([CH3:11])[N:10]=2)[CH2:37][CH2:36]1)=[O:34])([CH3:31])([CH3:29])[CH3:30], predict the reactants needed to synthesize it. The reactants are: Cl[CH2:2][C:3]([NH:5][C:6]1[S:7][C:8]([C:12]2[CH:17]=[CH:16][N:15]=[C:14]([NH:18][C:19]3[CH:24]=[CH:23][CH:22]=[C:21]([N+:25]([O-:27])=[O:26])[CH:20]=3)[N:13]=2)=[C:9]([CH3:11])[N:10]=1)=[O:4].[C:28]([O:32][C:33]([N:35]1[CH2:40][CH2:39][NH:38][CH2:37][CH2:36]1)=[O:34])([CH3:31])([CH3:30])[CH3:29].